This data is from Experimentally validated miRNA-target interactions with 360,000+ pairs, plus equal number of negative samples. The task is: Binary Classification. Given a miRNA mature sequence and a target amino acid sequence, predict their likelihood of interaction. (1) The miRNA is ssc-miR-361-3p with sequence CCCCCAGGUGUGAUUCUGAUUUGC. The protein sequence of the target gene is MAPPLLLLLLASGAAACPLPCVCQNLSESLSTLCAHRGLLFVPPNVDRRTVELRLADNFIQALGPPDFRNMTGLVDLTLSRNAITRIGARAFGDLESLRSLHLDGNRLVELGTGSLRGPVNLQHLILSGNQLGRIAPGAFDDFLESLEDLDLSYNNLRQVPWAGIGAMPALHTLNLDHNLIDALPPGAFAQLGQLSRLDLTSNRLATLAPDPLFSRGRDAEASPAPLVLSFSGNPLHCNCELLWLRRLARPDDLETCASPPGLAGRYFWAVPEGEFSCEPPLIARHTQRLWVLEGQRATL.... Result: 0 (no interaction). (2) The miRNA is hsa-miR-4728-5p with sequence UGGGAGGGGAGAGGCAGCAAGCA. The protein sequence of the target gene is MSLLSAIDTSAASVYQPAQLLNWVYLSLQDTHQASAFDAFRPEPTAGAAPPELAFGKGRPEQLGSPLHSSYLNSFFQLQRGEALSNSVYKGASPYGSLNNIADGLSSLTEHFSDLTLTSEARKPSKRPPPNYLCHLCFNKGHYIKDCPQARPKGEGLTPYQGKKRCFGEYKCPKCKRKWMSGNSWANMGQECIKCHINVYPHKQRPLEKPDGLDVSDQSKEHPQHLCEKCKVLGYYCRRVQ. Result: 1 (interaction). (3) The miRNA is mmu-miR-935 with sequence CCCAGUUACCGCUUCCGCUACCGC. The protein sequence of the target gene is MPRPELPLPEGWEEARDFDGKVYYIDHRNRTTSWIDPRDRYTKPLTFADCISDELPLGWEEAYDPQVGDYFIDHNTKTTQIEDPRVQWRREQEHMLKDYLVVAQEALSAQKEIYQVKQQRLELAQQEYQQLHAVWEHKLGSQVSLVSGSSSSSKYDPEILKAEIATAKSRVNKLKREMVHLQHELQFKERGFQTLKKIDERMSDAQGGYKLDEAQAVLRETKAIKKAITCGEKEKQDLIKSLAMLKDGFRTDRGSHSDLWSSSSSLESSSFPMPKQFLDVSSQTDISGSFSTSSNNQLAE.... Result: 0 (no interaction). (4) The miRNA is hsa-miR-548j-3p with sequence CAAAAACUGCAUUACUUUUGC. The protein sequence of the target gene is MDVFMKGLSMAKEGVVAAAEKTKQGVTEAAEKTKEGVLYVGSKTREGVVQGVASVAEKTKEQASHLGGAVFSGAGNIAAATGLVKREEFPTDLKPEEVAQEAAEEPLIEPLMEPEGESYEDPPQEEYQEYEPEA. Result: 1 (interaction). (5) The miRNA is hsa-miR-20b-5p with sequence CAAAGUGCUCAUAGUGCAGGUAG. The protein sequence of the target gene is MDVSLLLNVEGVKKTILHGGTGELPSFITGSRVTFHFRTMKCDDERTVIDDSKQVGQPMSIIIGNMFKLEVWETLLTSMRLGEVAEFWCDTIHTGVYPMLSRSLRQVAEGKDPTSWHVHTCGLANMFAYHTLGYEDLDELQKEPQPLVFLIELLQVEAPNEYQRETWNLNNEERMQAVPLLHGEGNRLYKLGRYDQAATKYQEAIVCLRNLQTKEKPWEVEWLKLEKMINTLILNYCQCLLKKEEYYEVLEHTSDILRHHPGIVKAYYMRARAHAEVWNAEEAKADLEKVLELEPSMRKA.... Result: 0 (no interaction).